Dataset: Forward reaction prediction with 1.9M reactions from USPTO patents (1976-2016). Task: Predict the product of the given reaction. (1) Given the reactants [F:1][C:2]([F:7])([F:6])[CH2:3][CH:4]=O.[NH2:8][C:9]1[CH:14]=[CH:13][CH:12]=[CH:11][CH:10]=1.P(O)(OC1C=CC=CC=1)(OC1C=CC=CC=1)=O.[CH:32](/[NH:35][C:36](=[O:45])[O:37][CH2:38][C:39]1[CH:44]=[CH:43][CH:42]=[CH:41][CH:40]=1)=[CH:33]\[CH3:34], predict the reaction product. The product is: [CH3:34][C@@H:33]1[C@@H:32]([NH:35][C:36](=[O:45])[O:37][CH2:38][C:39]2[CH:44]=[CH:43][CH:42]=[CH:41][CH:40]=2)[C:14]2[C:9](=[CH:10][CH:11]=[CH:12][CH:13]=2)[NH:8][C@H:4]1[CH2:3][C:2]([F:7])([F:6])[F:1]. (2) Given the reactants [Si](O[C@H]1CC(=O)N([C:15]2[C:16]([C:23]([F:26])([F:25])[F:24])=[C:17]([CH:20]=[CH:21][CH:22]=2)[C:18]#[N:19])[C@H]1CC)(C(C)(C)C)(C)C.[CH2:29]([OH:31])[CH3:30].Cl.[C:33](=[O:36])([O-])O.[Na+], predict the reaction product. The product is: [CH2:17]([C@H:18]1[C@@H:29]([OH:31])[CH2:30][C:33](=[O:36])[N:19]1[C:22]1[CH:21]=[CH:20][C:17]([C:18]#[N:19])=[C:16]([C:23]([F:24])([F:25])[F:26])[CH:15]=1)[CH3:16]. (3) Given the reactants [F:1][C:2]1[CH:7]=[CH:6][C:5]([N:8]2[CH:13]=[CH:12][CH:11]=[C:10]([C:14](O)=[O:15])[C:9]2=[O:17])=[CH:4][CH:3]=1.FC1C=C(NC(C2C(=O)N(C3C=CC(F)=CC=3)C=CC=2)=O)C=CC=1OC1C2=C(C)C(OCCN3CCN(C)CC3)=CN2N=CN=1.C(Cl)(=O)C([Cl:66])=O, predict the reaction product. The product is: [F:1][C:2]1[CH:7]=[CH:6][C:5]([N:8]2[CH:13]=[CH:12][CH:11]=[C:10]([C:14]([Cl:66])=[O:15])[C:9]2=[O:17])=[CH:4][CH:3]=1. (4) The product is: [CH3:16][C:6]1[C:7]([C:8]2[CH:13]=[CH:12][C:11]([OH:14])=[CH:10][C:9]=2[CH3:15])=[C:2]([CH3:1])[N+:3]([O-:22])=[CH:4][N:5]=1. Given the reactants [CH3:1][C:2]1[C:7]([C:8]2[CH:13]=[CH:12][C:11]([OH:14])=[CH:10][C:9]=2[CH3:15])=[C:6]([CH3:16])[N:5]=[CH:4][N:3]=1.ClC1C=C(C=CC=1)C(OO)=[O:22], predict the reaction product. (5) Given the reactants [Cl:1][C:2]1[CH:3]=[C:4]([CH:15]=[CH:16][CH:17]=1)[CH2:5][C:6]1[CH:10]=[CH:9][S:8][C:7]=1[CH2:11][N:12]([CH3:14])[CH3:13].[Li]CCCC.CCCCCC.CN([CH:32]=[O:33])C, predict the reaction product. The product is: [Cl:1][C:2]1[CH:3]=[C:4]([CH:15]=[CH:16][CH:17]=1)[CH2:5][C:6]1[CH:10]=[C:9]([CH:32]=[O:33])[S:8][C:7]=1[CH2:11][N:12]([CH3:14])[CH3:13]. (6) The product is: [Cl:12][CH2:2][C:3](=[CH2:9])[C:4]([O:6][CH2:7][CH3:8])=[O:5]. Given the reactants O[CH2:2][C:3](=[CH2:9])[C:4]([O:6][CH2:7][CH3:8])=[O:5].S(Cl)([Cl:12])=O, predict the reaction product. (7) Given the reactants Br[C:2]1[CH:7]=[C:6]([C:8]([F:11])([F:10])[F:9])[CH:5]=[CH:4][C:3]=1/[CH:12]=[CH:13]/[C:14]([NH:16][C:17]1[CH:18]=[C:19]2[C:23](=[CH:24][CH:25]=1)[NH:22][CH:21]=[CH:20]2)=[O:15].[CH3:26][O:27][C:28]1[CH:33]=[CH:32][C:31](B(O)O)=[CH:30][N:29]=1.C1(P(C2C=CC=CC=2)C2C=CC=CC=2)C=CC=CC=1.C(O)C, predict the reaction product. The product is: [NH:22]1[C:23]2[C:19](=[CH:18][C:17]([NH:16][C:14](=[O:15])/[CH:13]=[CH:12]/[C:3]3[CH:4]=[CH:5][C:6]([C:8]([F:11])([F:10])[F:9])=[CH:7][C:2]=3[C:31]3[CH:30]=[N:29][C:28]([O:27][CH3:26])=[CH:33][CH:32]=3)=[CH:25][CH:24]=2)[CH:20]=[CH:21]1. (8) Given the reactants [CH3:1][O:2][CH2:3][N:4]1[C:12]2[C:7](=[CH:8][CH:9]=[CH:10][C:11]=2[N:13]([CH2:22][O:23][CH3:24])[S:14]([C:17]2[S:18][CH:19]=[CH:20][CH:21]=2)(=[O:16])=[O:15])[CH:6]=[C:5]1[C:25]([O:27]CC)=[O:26].[OH-].[Na+].O1CCCC1, predict the reaction product. The product is: [CH3:1][O:2][CH2:3][N:4]1[C:12]2[C:7](=[CH:8][CH:9]=[CH:10][C:11]=2[N:13]([CH2:22][O:23][CH3:24])[S:14]([C:17]2[S:18][CH:19]=[CH:20][CH:21]=2)(=[O:16])=[O:15])[CH:6]=[C:5]1[C:25]([OH:27])=[O:26]. (9) Given the reactants [O:1]1[C:5]2([CH2:10][CH2:9][C:8]([C:11]3[C:19]4[C:14](=[CH:15][CH:16]=[CH:17][CH:18]=4)[NH:13][CH:12]=3)=[CH:7][CH2:6]2)[O:4][CH2:3][CH2:2]1.[Cl:20]C1C=C2C(=CC=1)NC=C2, predict the reaction product. The product is: [O:4]1[C:5]2([CH2:10][CH2:9][C:8]([C:11]3[C:19]4[C:14](=[CH:15][CH:16]=[C:17]([Cl:20])[CH:18]=4)[NH:13][CH:12]=3)=[CH:7][CH2:6]2)[O:1][CH2:2][CH2:3]1.